From a dataset of Full USPTO retrosynthesis dataset with 1.9M reactions from patents (1976-2016). Predict the reactants needed to synthesize the given product. (1) Given the product [C:25]([O:6][C@H:5]1[C@H:7]([O:8][C:21](=[O:24])[CH3:22])[C@@H:9]([CH2:11][O:12][C:17](=[O:19])[CH3:18])[O:10][CH:2]=[CH:3]1)(=[O:27])[CH3:26], predict the reactants needed to synthesize it. The reactants are: O=[CH:2][C@@H:3]([C@H:5]([C@@H:7]([C@@H:9]([CH2:11][OH:12])[OH:10])[OH:8])[OH:6])O.C(O[C:17](=[O:19])[CH3:18])(=O)C.Br.[C:21]([OH:24])(=O)[CH3:22].[C:25]([O-])(=[O:27])[CH3:26].[Na+].Br. (2) Given the product [CH2:1]([O:3][C:4](=[O:31])[CH2:5][NH:6][C:7]([C:9]1[C:14]([OH:15])=[CH:13][C:12]([OH:23])=[CH:11][N:10]=1)=[O:8])[CH3:2], predict the reactants needed to synthesize it. The reactants are: [CH2:1]([O:3][C:4](=[O:31])[CH2:5][NH:6][C:7]([C:9]1[C:14]([O:15]CC2C=CC=CC=2)=[CH:13][C:12]([O:23]CC2C=CC=CC=2)=[CH:11][N:10]=1)=[O:8])[CH3:2]. (3) The reactants are: C([O:5][C:6](=[O:13])[C:7]([C:11]#[N:12])([CH3:10])[CH:8]=[CH2:9])(C)(C)C. Given the product [C:11]([C:7]([CH3:10])([CH:8]=[CH2:9])[C:6]([OH:13])=[O:5])#[N:12], predict the reactants needed to synthesize it.